This data is from Full USPTO retrosynthesis dataset with 1.9M reactions from patents (1976-2016). The task is: Predict the reactants needed to synthesize the given product. (1) Given the product [CH3:48][C:49]1[CH:54]=[CH:53][CH:52]=[C:51]([CH3:55])[C:50]=1[O:56][C:57]1[N:62]=[CH:61][C:60]([NH:63][C:11](=[O:13])[C:9]([NH:8][C:6](=[O:7])[O:5][C:2]([CH3:1])([CH3:3])[CH3:4])([CH3:10])[CH3:14])=[CH:59][CH:58]=1, predict the reactants needed to synthesize it. The reactants are: [CH3:1][C:2]([O:5][C:6]([NH:8][C:9]([CH3:14])([C:11]([OH:13])=O)[CH3:10])=[O:7])([CH3:4])[CH3:3].C(N(C(C)C)C(C)C)C.F[P-](F)(F)(F)(F)F.CN(C(ON1C2=NC=CC=C2N=N1)=[N+](C)C)C.[CH3:48][C:49]1[CH:54]=[CH:53][CH:52]=[C:51]([CH3:55])[C:50]=1[O:56][C:57]1[N:62]=[CH:61][C:60]([NH2:63])=[CH:59][CH:58]=1. (2) Given the product [CH2:1]([O:8][C:9]1[CH:14]=[CH:13][C:12]([Br:15])=[C:11]2[C:10]=1[NH:23][CH:17]=[CH:16]2)[C:2]1[CH:3]=[CH:4][CH:5]=[CH:6][CH:7]=1, predict the reactants needed to synthesize it. The reactants are: [CH2:1]([O:8][C:9]1[C:10]([N+:23]([O-])=O)=[C:11]([CH:16]=[CH:17]N2CCCC2)[C:12]([Br:15])=[CH:13][CH:14]=1)[C:2]1[CH:7]=[CH:6][CH:5]=[CH:4][CH:3]=1. (3) Given the product [CH3:19][N:3]1[CH2:4][CH2:5][CH2:6][CH:7]([NH:8][C:9](=[O:15])[O:10][C:11]([CH3:12])([CH3:14])[CH3:13])[C:2]1=[O:1], predict the reactants needed to synthesize it. The reactants are: [O:1]=[C:2]1[CH:7]([NH:8][C:9](=[O:15])[O:10][C:11]([CH3:14])([CH3:13])[CH3:12])[CH2:6][CH2:5][CH2:4][NH:3]1.[H-].[Na+].I[CH3:19].O. (4) The reactants are: [NH2:1][C:2]1[CH:3]=[C:4]2[C:9](=[C:10]([C:12]3[C:21]4[C:16](=[CH:17][CH:18]=[CH:19][CH:20]=4)[CH:15]=[CH:14][CH:13]=3)[CH:11]=1)[N:8]=[C:7]([C:22]#[N:23])[CH:6]=[CH:5]2.Cl[C:25]([O:27][CH2:28][CH3:29])=[O:26]. Given the product [CH2:28]([O:27][C:25](=[O:26])[NH:1][C:2]1[CH:3]=[C:4]2[C:9](=[C:10]([C:12]3[C:21]4[C:16](=[CH:17][CH:18]=[CH:19][CH:20]=4)[CH:15]=[CH:14][CH:13]=3)[CH:11]=1)[N:8]=[C:7]([C:22]#[N:23])[CH:6]=[CH:5]2)[CH3:29], predict the reactants needed to synthesize it. (5) Given the product [CH3:1][O:2][CH:3]([CH3:31])[CH2:4][CH2:5][CH2:6][CH2:7][CH2:8][O:9][C:10]1[CH:11]=[CH:12][C:13]([C:16]2[S:20][C:19]([C:21]3[CH:22]=[CH:23][C:24]([C:25]([OH:27])=[O:26])=[CH:29][CH:30]=3)=[N:18][N:17]=2)=[CH:14][CH:15]=1, predict the reactants needed to synthesize it. The reactants are: [CH3:1][O:2][CH:3]([CH3:31])[CH2:4][CH2:5][CH2:6][CH2:7][CH2:8][O:9][C:10]1[CH:15]=[CH:14][C:13]([C:16]2[S:20][C:19]([C:21]3[CH:30]=[CH:29][C:24]([C:25]([O:27]C)=[O:26])=[CH:23][CH:22]=3)=[N:18][N:17]=2)=[CH:12][CH:11]=1.[OH-].[Na+].O.Cl.